From a dataset of Full USPTO retrosynthesis dataset with 1.9M reactions from patents (1976-2016). Predict the reactants needed to synthesize the given product. (1) Given the product [CH3:31][N:32]([CH3:33])[CH2:2][CH2:3][CH2:4][N:5]1[C:14]2[C:9](=[CH:10][C:11]([C:15]3[C:16]4[N:17]([N:23]=[C:24]([C:26]([F:29])([F:28])[F:27])[CH:25]=4)[C:18]([O:21][CH3:22])=[CH:19][CH:20]=3)=[CH:12][CH:13]=2)[CH:8]=[CH:7][C:6]1=[O:30], predict the reactants needed to synthesize it. The reactants are: Br[CH2:2][CH2:3][CH2:4][N:5]1[C:14]2[C:9](=[CH:10][C:11]([C:15]3[C:16]4[N:17]([N:23]=[C:24]([C:26]([F:29])([F:28])[F:27])[CH:25]=4)[C:18]([O:21][CH3:22])=[CH:19][CH:20]=3)=[CH:12][CH:13]=2)[CH:8]=[CH:7][C:6]1=[O:30].[CH3:31][NH:32][CH3:33]. (2) Given the product [C:18]1([CH:7]([NH:8][C:9]([N:35]2[CH2:36][CH2:37][N:32]([C:27]3[CH:28]=[C:29]([CH3:31])[CH:30]=[C:25]([CH3:24])[CH:26]=3)[CH2:33][CH2:34]2)=[O:11])[C:1]2[CH:2]=[CH:3][CH:4]=[CH:5][CH:6]=2)[CH:19]=[CH:20][CH:21]=[CH:22][CH:23]=1, predict the reactants needed to synthesize it. The reactants are: [C:1]1([CH:7]([C:18]2[CH:23]=[CH:22][CH:21]=[CH:20][CH:19]=2)[N:8](C2C=CC=CC=2)[C:9](=[O:11])[O-])[CH:6]=[CH:5][CH:4]=[CH:3][CH:2]=1.[CH3:24][C:25]1[CH:26]=[C:27]([N:32]2[CH2:37][CH2:36][NH:35][CH2:34][CH2:33]2)[CH:28]=[C:29]([CH3:31])[CH:30]=1.C1CCN2C(=NCCC2)CC1. (3) Given the product [CH:1]1([CH2:4][O:5][C:6]2[N:11]=[C:10]([C:12]([N:23]3[CH2:22][C:25]4([CH2:29][CH:28]([OH:30])[CH2:27][O:26]4)[CH2:24]3)=[O:14])[CH:9]=[CH:8][C:7]=2[N:15]2[CH2:18][C:17]([F:20])([F:19])[CH2:16]2)[CH2:2][CH2:3]1, predict the reactants needed to synthesize it. The reactants are: [CH:1]1([CH2:4][O:5][C:6]2[N:11]=[C:10]([C:12]([OH:14])=O)[CH:9]=[CH:8][C:7]=2[N:15]2[CH2:18][C:17]([F:20])([F:19])[CH2:16]2)[CH2:3][CH2:2]1.Cl.[CH2:22]1[C:25]2([CH2:29][CH:28]([OH:30])[CH2:27][O:26]2)[CH2:24][NH:23]1.CN(C(ON1N=NC2C=CC=CC1=2)=[N+](C)C)C.[B-](F)(F)(F)F.CCN(C(C)C)C(C)C. (4) Given the product [NH2:3][CH2:12][C@H:13]([NH:26][C:27](=[O:28])[C@H:29]([C:14]1[CH:19]=[CH:18][CH:17]=[CH:16][CH:15]=1)[CH3:30])[C:14]1[CH:19]=[CH:18][C:17]([O:20][CH2:21][C@@H:22]([CH3:25])[CH2:23][CH3:24])=[CH:16][CH:15]=1, predict the reactants needed to synthesize it. The reactants are: O=C1C2C(=CC=CC=2)C(=O)[N:3]1[CH2:12][C@H:13]([NH:26][C:27]([C@H:29]1C[C@@H:30]1C1SC=CC=1)=[O:28])[C:14]1[CH:19]=[CH:18][C:17]([O:20][CH2:21][C@@H:22]([CH3:25])[CH2:23][CH3:24])=[CH:16][CH:15]=1.O.NN. (5) Given the product [NH2:8][C:9]1[CH:10]=[CH:11][C:12]([C:22]#[N:21])=[C:13]([NH:15][C:16](=[O:19])[O:17][CH3:18])[CH:14]=1, predict the reactants needed to synthesize it. The reactants are: C(OC([NH:8][C:9]1[CH:10]=[CH:11][C:12](I)=[C:13]([NH:15][C:16](=[O:19])[O:17][CH3:18])[CH:14]=1)=O)(C)(C)C.[NH2:21][C:22]1C=C(NC(=O)OC(C)(C)C)C=CC=1I.C(=O)([O-])O.[Na+].C(Cl)(=O)OC. (6) The reactants are: [Si:1]([O:8][CH2:9][CH:10]1[CH2:13][NH:12][CH2:11]1)([C:4]([CH3:7])([CH3:6])[CH3:5])([CH3:3])[CH3:2].[F:14][C:15]1[CH:23]=[CH:22][C:21]([CH:24]=[O:25])=[CH:20][C:16]=1[C:17](O)=[O:18].F[P-](F)(F)(F)(F)F.N1(OC(N(C)C)=[N+](C)C)C2C=CC=CC=2N=N1.C(N(CC)C(C)C)(C)C. Given the product [Si:1]([O:8][CH2:9][CH:10]1[CH2:11][N:12]([C:17]([C:16]2[CH:20]=[C:21]([CH:22]=[CH:23][C:15]=2[F:14])[CH:24]=[O:25])=[O:18])[CH2:13]1)([C:4]([CH3:7])([CH3:6])[CH3:5])([CH3:3])[CH3:2], predict the reactants needed to synthesize it. (7) Given the product [F:1][C:2]1[CH:7]=[CH:6][C:5]([C:8]2[N:9]=[C:10]3[CH:15]=[N:14][CH:13]=[CH:12][N:11]3[C:16]=2[C:17]2[CH:22]=[CH:21][N:20]=[C:19]([NH:23][CH:24]3[CH2:29][CH2:28][N:27]([S:40]([CH3:39])(=[O:42])=[O:41])[CH2:26][CH2:25]3)[N:18]=2)=[CH:4][CH:3]=1, predict the reactants needed to synthesize it. The reactants are: [F:1][C:2]1[CH:7]=[CH:6][C:5]([C:8]2[N:9]=[C:10]3[CH:15]=[N:14][CH:13]=[CH:12][N:11]3[C:16]=2[C:17]2[CH:22]=[CH:21][N:20]=[C:19]([NH:23][CH:24]3[CH2:29][CH2:28][NH:27][CH2:26][CH2:25]3)[N:18]=2)=[CH:4][CH:3]=1.CCN(C(C)C)C(C)C.[CH3:39][S:40](Cl)(=[O:42])=[O:41].C([O-])(O)=O.[Na+]. (8) Given the product [ClH:27].[CH2:19]([C:16]1[CH:17]=[CH:18][C:13]([O:12][CH2:11][C@@H:7]2[CH2:8][CH2:9][CH2:10][N:6]2[CH2:5][CH2:4][C:3]([OH:26])=[O:2])=[CH:14][CH:15]=1)[C:20]1[CH:21]=[CH:22][CH:23]=[CH:24][CH:25]=1, predict the reactants needed to synthesize it. The reactants are: C[O:2][C:3](=[O:26])[CH2:4][CH2:5][N:6]1[CH2:10][CH2:9][CH2:8][C@H:7]1[CH2:11][O:12][C:13]1[CH:18]=[CH:17][C:16]([CH2:19][C:20]2[CH:25]=[CH:24][CH:23]=[CH:22][CH:21]=2)=[CH:15][CH:14]=1.[ClH:27]. (9) Given the product [Cl:33][C:27]1[CH:26]=[C:25]([C:22]2[CH:23]=[CH:24][N:20]([CH2:19][C@@H:18]([NH:17][C:14]([C:12]3[N:13]=[C:9]([CH2:8][N:5]4[CH2:4][CH2:3][O:2][CH2:7][CH2:6]4)[S:10][CH:11]=3)=[O:16])[CH3:34])[N:21]=2)[CH:32]=[CH:31][C:28]=1[C:29]#[N:30], predict the reactants needed to synthesize it. The reactants are: Cl.[O:2]1[CH2:7][CH2:6][N:5]([CH2:8][C:9]2[S:10][CH:11]=[C:12]([C:14]([OH:16])=O)[N:13]=2)[CH2:4][CH2:3]1.[NH2:17][C@@H:18]([CH3:34])[CH2:19][N:20]1[CH:24]=[CH:23][C:22]([C:25]2[CH:32]=[CH:31][C:28]([C:29]#[N:30])=[C:27]([Cl:33])[CH:26]=2)=[N:21]1. (10) Given the product [C:17]([O:16][C:14]([N:8]1[CH2:9][C:10]([F:12])([F:13])[CH2:11][C@H:7]1[CH2:6][CH2:5][C:4]([OH:21])=[O:3])=[O:15])([CH3:20])([CH3:18])[CH3:19], predict the reactants needed to synthesize it. The reactants are: C([O:3][C:4](=[O:21])[CH2:5][CH2:6][C@@H:7]1[CH2:11][C:10]([F:13])([F:12])[CH2:9][N:8]1[C:14]([O:16][C:17]([CH3:20])([CH3:19])[CH3:18])=[O:15])C.O[Li].O.O.